This data is from M1 muscarinic receptor antagonist screen with 61,756 compounds. The task is: Binary Classification. Given a drug SMILES string, predict its activity (active/inactive) in a high-throughput screening assay against a specified biological target. (1) The compound is O=C1NC2C(NC1CC(=O)N1CCN(CC1)c1ccccc1)CCCC2. The result is 0 (inactive). (2) The drug is S(=O)(=O)(N1CCN(C2CCC(CC2)C)CC1)C. The result is 0 (inactive). (3) The compound is S(Cc1ccccc1)c1oc(nn1)c1sccc1. The result is 0 (inactive). (4) The compound is S(=O)(=O)(N1CCCC1)c1ccc(S(=O)(=O)N(CCOC)CC(=O)Nc2cc(ccc2)C)cc1. The result is 0 (inactive). (5) The molecule is S(C(CC)C)c1[nH]c(=O)cc(O)n1. The result is 0 (inactive). (6) The drug is O=C(N1CCC(n2nnc3c2ccc(c3)C)CC1)c1c(OCC)cccc1. The result is 0 (inactive). (7) The drug is S=C(N1CCCCC1)c1cc(OC)c(OCC(=O)N2CCCC2)cc1. The result is 0 (inactive).